Dataset: Catalyst prediction with 721,799 reactions and 888 catalyst types from USPTO. Task: Predict which catalyst facilitates the given reaction. Reactant: [N+:1]([C:4]1[C:9]([C:10]([F:13])([F:12])[F:11])=[CH:8][CH:7]=[CH:6][C:5]=1[NH2:14])([O-])=O.[H][H]. Product: [F:11][C:10]([F:12])([F:13])[C:9]1[CH:8]=[CH:7][CH:6]=[C:5]([NH2:14])[C:4]=1[NH2:1]. The catalyst class is: 43.